Dataset: NCI-60 drug combinations with 297,098 pairs across 59 cell lines. Task: Regression. Given two drug SMILES strings and cell line genomic features, predict the synergy score measuring deviation from expected non-interaction effect. (1) Drug 1: CNC(=O)C1=NC=CC(=C1)OC2=CC=C(C=C2)NC(=O)NC3=CC(=C(C=C3)Cl)C(F)(F)F. Drug 2: C1CCC(C(C1)N)N.C(=O)(C(=O)[O-])[O-].[Pt+4]. Cell line: U251. Synergy scores: CSS=29.7, Synergy_ZIP=-6.29, Synergy_Bliss=-3.64, Synergy_Loewe=-25.3, Synergy_HSA=-3.55. (2) Cell line: HT29. Drug 2: CC12CCC3C(C1CCC2O)C(CC4=C3C=CC(=C4)O)CCCCCCCCCS(=O)CCCC(C(F)(F)F)(F)F. Drug 1: CCC1(CC2CC(C3=C(CCN(C2)C1)C4=CC=CC=C4N3)(C5=C(C=C6C(=C5)C78CCN9C7C(C=CC9)(C(C(C8N6C=O)(C(=O)OC)O)OC(=O)C)CC)OC)C(=O)OC)O.OS(=O)(=O)O. Synergy scores: CSS=14.9, Synergy_ZIP=1.13, Synergy_Bliss=0.712, Synergy_Loewe=2.11, Synergy_HSA=2.38. (3) Synergy scores: CSS=58.8, Synergy_ZIP=-6.23, Synergy_Bliss=-3.22, Synergy_Loewe=-6.30, Synergy_HSA=-0.506. Drug 1: C1CN1C2=NC(=NC(=N2)N3CC3)N4CC4. Cell line: SF-539. Drug 2: C1=C(C(=O)NC(=O)N1)N(CCCl)CCCl. (4) Drug 1: C1C(C(OC1N2C=NC3=C(N=C(N=C32)Cl)N)CO)O. Drug 2: CC1CCC2CC(C(=CC=CC=CC(CC(C(=O)C(C(C(=CC(C(=O)CC(OC(=O)C3CCCCN3C(=O)C(=O)C1(O2)O)C(C)CC4CCC(C(C4)OC)O)C)C)O)OC)C)C)C)OC. Cell line: M14. Synergy scores: CSS=16.2, Synergy_ZIP=2.88, Synergy_Bliss=0.774, Synergy_Loewe=-32.0, Synergy_HSA=1.14.